Dataset: Catalyst prediction with 721,799 reactions and 888 catalyst types from USPTO. Task: Predict which catalyst facilitates the given reaction. (1) Reactant: C(Cl)OC.CC(C)([O-])C.[K+].[F:11][C:12]1[N:17]=[C:16](I)[C:15]([O:19][CH2:20][O:21][CH3:22])=[CH:14][CH:13]=1.[N:23]1[CH:28]=[CH:27][C:26](B(O)O)=[CH:25][CH:24]=1.P([O-])([O-])([O-])=O.[K+].[K+].[K+].C1(P(C2CCCCC2)C2CCCCC2)CCCCC1. Product: [F:11][C:12]1[N:17]=[C:16]([C:26]2[CH:27]=[CH:28][N:23]=[CH:24][CH:25]=2)[C:15]([O:19][CH2:20][O:21][CH3:22])=[CH:14][CH:13]=1. The catalyst class is: 62. (2) Reactant: [N:1]12[CH2:8][CH2:7][CH:4]([CH2:5][CH2:6]1)[C@@H:3]([O:9][C:10](=[O:27])[CH:11]([N:18]([C:20]1[CH:25]=[CH:24][C:23]([F:26])=[CH:22][CH:21]=1)[CH3:19])[C:12]1[CH:17]=[CH:16][CH:15]=[CH:14][CH:13]=1)[CH2:2]2.[Cl:28][CH2:29][C:30]([C:32]1[S:33][CH:34]=[CH:35][CH:36]=1)=[O:31]. Product: [Cl-:28].[F:26][C:23]1[CH:24]=[CH:25][C:20]([N:18]([CH3:19])[CH:11]([C:12]2[CH:13]=[CH:14][CH:15]=[CH:16][CH:17]=2)[C:10]([O:9][C@@H:3]2[CH:4]3[CH2:7][CH2:8][N+:1]([CH2:29][C:30](=[O:31])[C:32]4[S:33][CH:34]=[CH:35][CH:36]=4)([CH2:6][CH2:5]3)[CH2:2]2)=[O:27])=[CH:21][CH:22]=1. The catalyst class is: 13. (3) Reactant: [CH3:1][O:2][C:3]1[CH:45]=[CH:44][C:6]([CH2:7][N:8]([CH:41]([CH3:43])[CH3:42])[CH2:9][CH2:10][C@H:11]([NH:16][C:17]([C:19]2[CH:27]=[C:26]3[C:22]([CH:23]=[N:24][N:25]3[CH2:28][CH:29]([CH3:31])[CH3:30])=[CH:21][C:20]=2[O:32][C:33]2[CH:38]=[CH:37][C:36]([F:39])=[CH:35][C:34]=2[F:40])=[O:18])[C:12](OC)=[O:13])=[CH:5][CH:4]=1.[BH4-].[Na+]. Product: [CH3:1][O:2][C:3]1[CH:45]=[CH:44][C:6]([CH2:7][N:8]([CH:41]([CH3:43])[CH3:42])[CH2:9][CH2:10][C@H:11]([NH:16][C:17]([C:19]2[CH:27]=[C:26]3[C:22]([CH:23]=[N:24][N:25]3[CH2:28][CH:29]([CH3:31])[CH3:30])=[CH:21][C:20]=2[O:32][C:33]2[CH:38]=[CH:37][C:36]([F:39])=[CH:35][C:34]=2[F:40])=[O:18])[CH2:12][OH:13])=[CH:5][CH:4]=1. The catalyst class is: 36. (4) Reactant: [F:1][C:2]1[CH:3]=[C:4]2[C:9](=[CH:10][C:11]=1[F:12])[NH:8][C:7](=[O:13])[CH:6]=[N:5]2.[H-].[Na+].CS(O[CH2:21][CH2:22][N:23]1[CH2:28][CH2:27][CH:26]([NH:29][C:30]([O:32][C:33]([CH3:36])([CH3:35])[CH3:34])=[O:31])[CH2:25][CH2:24]1)(=O)=O.COC1C=C2C(C=CC(=O)N2CCN2CCC(NC(=O)OC(C)(C)C)CC2)=CC=1. Product: [F:1][C:2]1[CH:3]=[C:4]2[C:9](=[CH:10][C:11]=1[F:12])[N:8]([CH2:21][CH2:22][N:23]1[CH2:28][CH2:27][CH:26]([NH:29][C:30](=[O:31])[O:32][C:33]([CH3:36])([CH3:35])[CH3:34])[CH2:25][CH2:24]1)[C:7](=[O:13])[CH:6]=[N:5]2. The catalyst class is: 133. (5) The catalyst class is: 366. Product: [F:47][C:42]1[CH:43]=[CH:44][CH:45]=[CH:46][C:41]=1[CH:40]=[C:37]1[C:38](=[O:39])[C:33](=[CH:32][C:31]2[CH:48]=[CH:49][CH:50]=[CH:51][C:30]=2[F:29])[CH2:34][N:35]([C:16]([CH:15]([CH:1]=[CH:2][CH2:3][CH2:4][CH2:5][CH2:6][CH2:7][CH2:8][CH2:9][CH2:10][CH2:11][CH2:12][CH2:13][CH3:14])[CH2:20][C:19]([OH:18])=[O:21])=[O:17])[CH2:36]1. Reactant: [CH:1]([CH:15]1[CH2:20][C:19](=[O:21])[O:18][C:16]1=[O:17])=[CH:2][CH2:3][CH2:4][CH2:5][CH2:6][CH2:7][CH2:8][CH2:9][CH2:10][CH2:11][CH2:12][CH2:13][CH3:14].C(N(CC)CC)C.[F:29][C:30]1[CH:51]=[CH:50][CH:49]=[CH:48][C:31]=1[CH:32]=[C:33]1[C:38](=[O:39])[C:37](=[CH:40][C:41]2[CH:46]=[CH:45][CH:44]=[CH:43][C:42]=2[F:47])[CH2:36][NH:35][CH2:34]1.CO. (6) Reactant: [C:1]([C:5]1[O:6][CH:7]=[C:8]([CH2:10]P(=O)(OCC)OCC)[N:9]=1)([CH3:4])([CH3:3])[CH3:2].[H-].[Na+].[CH3:21][O:22][CH2:23][O:24][C:25]1[C:29]([CH:30]=O)=[CH:28][N:27]([C:32]2[CH:37]=[CH:36][CH:35]=[CH:34][CH:33]=2)[N:26]=1.O. Product: [C:1]([C:5]1[O:6][CH:7]=[C:8](/[CH:10]=[CH:30]\[C:29]2[C:25]([O:24][CH2:23][O:22][CH3:21])=[N:26][N:27]([C:32]3[CH:37]=[CH:36][CH:35]=[CH:34][CH:33]=3)[CH:28]=2)[N:9]=1)([CH3:2])([CH3:3])[CH3:4]. The catalyst class is: 7.